From a dataset of Catalyst prediction with 721,799 reactions and 888 catalyst types from USPTO. Predict which catalyst facilitates the given reaction. (1) Product: [O:40]=[C:25]1[O:24][C:22]([C@@H:21]([NH:20][C:18]([C:14]2[CH:15]=[C:16]3[C:11](=[CH:12][CH:13]=2)[NH:10][C:9]([C:7]2[CH:6]=[CH:5][N:4]=[C:3]([NH:2][CH3:1])[N:8]=2)=[CH:17]3)=[O:19])[CH2:26][N:27]([C:34]2[CH:35]=[CH:36][CH:37]=[CH:38][CH:39]=2)[C:28]2[CH:33]=[CH:32][CH:31]=[CH:30][N:29]=2)=[N:42][NH:41]1. The catalyst class is: 5. Reactant: [CH3:1][NH:2][C:3]1[N:8]=[C:7]([C:9]2[NH:10][C:11]3[C:16]([CH:17]=2)=[CH:15][C:14]([C:18]([NH:20][CH:21]([CH2:26][N:27]([C:34]2[CH:39]=[CH:38][CH:37]=[CH:36][CH:35]=2)[C:28]2[CH:33]=[CH:32][CH:31]=[CH:30][N:29]=2)[C:22]([O:24][CH3:25])=O)=[O:19])=[CH:13][CH:12]=3)[CH:6]=[CH:5][N:4]=1.[OH2:40].[NH2:41][NH2:42]. (2) Reactant: [Cl:1][C:2]1[N:7]=[CH:6][C:5]([CH2:8][OH:9])=[C:4]([NH:10][CH3:11])[CH:3]=1. Product: [Cl:1][C:2]1[CH:3]=[C:4]([NH:10][CH3:11])[C:5]([CH:8]=[O:9])=[CH:6][N:7]=1. The catalyst class is: 177. (3) Reactant: [N+]([C:4]1C=CC=CC=1O)([O-])=O.[Cl:11][C:12]1[C:17]([N+:18]([O-:20])=[O:19])=[CH:16][CH:15]=[CH:14][C:13]=1[OH:21].C(=O)([O-])[O-].[Cs+].[Cs+].CI. Product: [Cl:11][C:12]1[C:17]([N+:18]([O-:20])=[O:19])=[CH:16][CH:15]=[CH:14][C:13]=1[O:21][CH3:4]. The catalyst class is: 3. (4) Reactant: [CH2:1]([C:8]1[CH:31]=[CH:30][CH:29]=[CH:28][C:9]=1[C:10]([NH:12][CH2:13][C:14]1[CH:19]=[C:18]([C:20]([F:23])([F:22])[F:21])[CH:17]=[C:16]([C:24]([F:27])([F:26])[F:25])[CH:15]=1)=[O:11])[C:2]1[CH:7]=[CH:6][CH:5]=[CH:4][CH:3]=1.[CH3:32][Si](C)(C)[N-][Si](C)(C)C.[K+].CI.C(OCC)(=O)C. Product: [CH2:1]([C:8]1[CH:31]=[CH:30][CH:29]=[CH:28][C:9]=1[C:10]([N:12]([CH2:13][C:14]1[CH:15]=[C:16]([C:24]([F:25])([F:26])[F:27])[CH:17]=[C:18]([C:20]([F:22])([F:23])[F:21])[CH:19]=1)[CH3:32])=[O:11])[C:2]1[CH:7]=[CH:6][CH:5]=[CH:4][CH:3]=1. The catalyst class is: 9. (5) Reactant: [CH2:12]([Sn]([CH2:12][CH2:13][CH2:14][CH3:15])([CH2:12][CH2:13][CH2:14][CH3:15])C=C)[CH2:13][CH2:14][CH3:15].[Cl:16][C:17]1[N:18]=[N:19]C(Cl)=C[CH:22]=1.[F-].[NH4+].C(OCC)(=O)C. Product: [Cl:16][C:17]1[N:18]=[N:19][C:13]([CH:14]=[CH2:15])=[CH:12][CH:22]=1. The catalyst class is: 109.